Dataset: Forward reaction prediction with 1.9M reactions from USPTO patents (1976-2016). Task: Predict the product of the given reaction. (1) Given the reactants [NH2:1][C:2]1[CH:7]=[CH:6][CH:5]=[CH:4][N:3]=1.C(=O)([O-])O.[Na+].[CH3:13][O:14][CH2:15][N:16]1[C:21]2[CH:22]=[C:23]([C:26]([CH2:28]Br)=[O:27])[CH:24]=[CH:25][C:20]=2[S:19][C:18]2[N:30]=[CH:31][CH:32]=[N:33][C:17]1=2, predict the reaction product. The product is: [N:3]1[CH:4]=[CH:5][CH:6]=[CH:7][C:2]=1[NH:1][CH2:28][C:26]([C:23]1[CH:24]=[CH:25][C:20]2[S:19][C:18]3[N:30]=[CH:31][CH:32]=[N:33][C:17]=3[N:16]([CH2:15][O:14][CH3:13])[C:21]=2[CH:22]=1)=[O:27]. (2) Given the reactants [C:1]([OH:10])(=O)[C:2]1[C:3](=[CH:5][CH:6]=[CH:7][CH:8]=1)[OH:4].S(Cl)(Cl)=O.Cl.[CH3:16][NH:17][CH3:18].C(N(CC)CC)C, predict the reaction product. The product is: [OH:4][C:3]1[CH:5]=[CH:6][CH:7]=[CH:8][C:2]=1[C:1]([N:17]([CH3:18])[CH3:16])=[O:10]. (3) The product is: [NH2:1][C:2]1[N:7]=[C:6]([S:8]([NH:11][C:12]([C:14]2[C:15]([O:41][C:37]3[C:38]([CH3:40])=[CH:39][C:34]([I:33])=[CH:35][C:36]=3[CH3:42])=[N:16][C:17]([C:20]3[CH:25]=[C:24]([O:26][CH2:27][CH:28]([CH3:30])[CH3:29])[CH:23]=[C:22]([F:31])[CH:21]=3)=[CH:18][CH:19]=2)=[O:13])(=[O:10])=[O:9])[CH:5]=[CH:4][CH:3]=1. Given the reactants [NH2:1][C:2]1[N:7]=[C:6]([S:8]([NH:11][C:12]([C:14]2[C:15](Cl)=[N:16][C:17]([C:20]3[CH:25]=[C:24]([O:26][CH2:27][CH:28]([CH3:30])[CH3:29])[CH:23]=[C:22]([F:31])[CH:21]=3)=[CH:18][CH:19]=2)=[O:13])(=[O:10])=[O:9])[CH:5]=[CH:4][CH:3]=1.[I:33][C:34]1[CH:39]=[C:38]([CH3:40])[C:37]([OH:41])=[C:36]([CH3:42])[CH:35]=1.[H-].[Na+], predict the reaction product. (4) Given the reactants [CH2:1]([O:3][C:4]1[CH:5]=[C:6]([NH:13][CH2:14][CH2:15][C:16]2[CH:21]=[CH:20][C:19]([C:22]([F:25])([F:24])[F:23])=[CH:18][CH:17]=2)[CH:7]=[CH:8][C:9]=1[O:10][CH2:11][CH3:12])[CH3:2].[CH3:26][O:27][C:28]1[CH:33]=[CH:32][CH:31]=[CH:30][C:29]=1[CH2:34][C:35](O)=[O:36], predict the reaction product. The product is: [CH2:1]([O:3][C:4]1[CH:5]=[C:6]([N:13]([CH2:14][CH2:15][C:16]2[CH:17]=[CH:18][C:19]([C:22]([F:23])([F:24])[F:25])=[CH:20][CH:21]=2)[C:35](=[O:36])[CH2:34][C:29]2[CH:30]=[CH:31][CH:32]=[CH:33][C:28]=2[O:27][CH3:26])[CH:7]=[CH:8][C:9]=1[O:10][CH2:11][CH3:12])[CH3:2]. (5) Given the reactants [Br:1][C:2]1[CH:3]=[C:4]([OH:8])[CH:5]=[N:6][CH:7]=1.Br[CH2:10][C:11]([NH2:13])=[O:12].C(=O)([O-])[O-].[Cs+].[Cs+], predict the reaction product. The product is: [Br:1][C:2]1[CH:3]=[C:4]([O:8][CH2:10][C:11]([NH2:13])=[O:12])[CH:5]=[N:6][CH:7]=1. (6) Given the reactants COC1C=CC(C[O:8][C:9]2[CH:10]=[C:11]([C:15]3[O:16][C:17]([CH3:20])=[N:18][N:19]=3)[CH:12]=[CH:13][CH:14]=2)=CC=1.C(O)(C(F)(F)F)=O, predict the reaction product. The product is: [CH3:20][C:17]1[O:16][C:15]([C:11]2[CH:10]=[C:9]([OH:8])[CH:14]=[CH:13][CH:12]=2)=[N:19][N:18]=1. (7) The product is: [OH:1][C@H:2]1[CH2:7][CH2:6][CH2:5][C@@H:4]([NH:8][C:9]2[C:14]([C:15]([NH2:17])=[O:16])=[CH:13][N:12]=[C:11]([NH:33][C:28]34[CH2:31][CH2:32][C:25]([O:24][CH3:23])([CH2:26][CH2:27]3)[CH2:30][CH2:29]4)[N:10]=2)[CH2:3]1. Given the reactants [OH:1][C@H:2]1[CH2:7][CH2:6][CH2:5][C@@H:4]([NH:8][C:9]2[C:14]([C:15]([NH2:17])=[O:16])=[CH:13][N:12]=[C:11](S(C)(=O)=O)[N:10]=2)[CH2:3]1.Cl.[CH3:23][O:24][C:25]12[CH2:32][CH2:31][C:28]([NH2:33])([CH2:29][CH2:30]1)[CH2:27][CH2:26]2.CCN(C(C)C)C(C)C, predict the reaction product. (8) Given the reactants C([O:8][C:9]1[CH:10]=[N:11][N:12]([CH2:14][CH2:15][OH:16])[CH:13]=1)C1C=CC=CC=1.[H][H], predict the reaction product. The product is: [OH:16][CH2:15][CH2:14][N:12]1[CH:13]=[C:9]([OH:8])[CH:10]=[N:11]1. (9) Given the reactants C(Cl)(Cl)Cl.[C:5]([O:9][C:10](=[O:43])[N:11]([CH2:32][C:33]1[CH:42]=[CH:41][C:36]2[O:37][CH2:38][CH2:39][O:40][C:35]=2[CH:34]=1)[CH:12]1[CH2:17][CH2:16][N:15]([CH2:18][CH2:19][N:20]2[C:29]3[C:24](=[C:25]([NH2:30])[CH:26]=[CH:27][CH:28]=3)[CH:23]=[CH:22][C:21]2=[O:31])[CH2:14][CH2:13]1)([CH3:8])([CH3:7])[CH3:6].Cl[C:45]([O:47][CH3:48])=[O:46], predict the reaction product. The product is: [CH3:48][O:47][C:45](=[O:46])[NH:30][C:25]1[CH:26]=[CH:27][CH:28]=[C:29]2[C:24]=1[CH:23]=[CH:22][C:21](=[O:31])[N:20]2[CH2:19][CH2:18][N:15]1[CH2:14][CH2:13][CH:12]([N:11]([C:10]([O:9][C:5]([CH3:8])([CH3:6])[CH3:7])=[O:43])[CH2:32][C:33]2[CH:42]=[CH:41][C:36]3[O:37][CH2:38][CH2:39][O:40][C:35]=3[CH:34]=2)[CH2:17][CH2:16]1. (10) Given the reactants [F:1][C:2]([F:15])([F:14])[C:3]1[CH:4]=[C:5]([CH:7]=[C:8]([C:10]([F:13])([F:12])[F:11])[CH:9]=1)[NH2:6].[C:16]([N:23]1[CH2:27][CH2:26][CH:25]([CH2:28][C:29](O)=[O:30])[CH2:24]1)([O:18][C:19]([CH3:22])([CH3:21])[CH3:20])=[O:17].CCN(C(C)C)C(C)C.CN(C(ON1N=NC2C=CC=NC1=2)=[N+](C)C)C.F[P-](F)(F)(F)(F)F, predict the reaction product. The product is: [F:1][C:2]([F:14])([F:15])[C:3]1[CH:4]=[C:5]([NH:6][C:29](=[O:30])[CH2:28][CH:25]2[CH2:26][CH2:27][N:23]([C:16]([O:18][C:19]([CH3:21])([CH3:20])[CH3:22])=[O:17])[CH2:24]2)[CH:7]=[C:8]([C:10]([F:11])([F:12])[F:13])[CH:9]=1.